This data is from Reaction yield outcomes from USPTO patents with 853,638 reactions. The task is: Predict the reaction yield, written as a fraction of the theoretical maximum amount of product (1.0 means a 100% yield; for example, 0.34 means a 34% yield). The reactants are [Si]([O:8][C@H:9]1[CH2:14][N:13]([CH2:15][C:16]2[CH:21]=[CH:20][C:19]([O:22][CH3:23])=[CH:18][CH:17]=2)[C:12](=[O:24])[CH2:11][CH2:10]1)(C(C)(C)C)(C)C.[F-].C([N+](CCCC)(CCCC)CCCC)CCC. The catalyst is O1CCCC1. The product is [OH:8][C@H:9]1[CH2:14][N:13]([CH2:15][C:16]2[CH:21]=[CH:20][C:19]([O:22][CH3:23])=[CH:18][CH:17]=2)[C:12](=[O:24])[CH2:11][CH2:10]1. The yield is 1.00.